This data is from Reaction yield outcomes from USPTO patents with 853,638 reactions. The task is: Predict the reaction yield, written as a fraction of the theoretical maximum amount of product (1.0 means a 100% yield; for example, 0.34 means a 34% yield). (1) The reactants are OO.C([C@@H]1COC(=O)N1[C:16](=[O:44])[C@H:17]([CH2:21][S:22]([N:25]1[CH2:30][CH2:29][N:28]([C:31]2[N:36]=[CH:35][C:34]([C:37]3[CH:42]=[CH:41][C:40]([F:43])=[CH:39][CH:38]=3)=[CH:33][N:32]=2)[CH2:27][CH2:26]1)(=[O:24])=[O:23])[CH:18]([CH3:20])[CH3:19])C1C=CC=CC=1.O.[OH-].[Li+].S([O-])([O-])=[O:49].[Na+].[Na+]. The catalyst is O1CCCC1.O.[OH-].[Na+]. The product is [F:43][C:40]1[CH:39]=[CH:38][C:37]([C:34]2[CH:35]=[N:36][C:31]([N:28]3[CH2:27][CH2:26][N:25]([S:22]([CH2:21][C@H:17]([CH:18]([CH3:19])[CH3:20])[C:16]([OH:49])=[O:44])(=[O:23])=[O:24])[CH2:30][CH2:29]3)=[N:32][CH:33]=2)=[CH:42][CH:41]=1. The yield is 0.740. (2) The reactants are [Cl:1][C:2]1[C:11]([N:12]2[C:16](=[O:17])[N:15]([CH3:18])[N:14]=[N:13]2)=[C:10]([Cl:19])[CH:9]=[CH:8][C:3]=1[C:4]([O:6]C)=[O:5]. The catalyst is O1CCOCC1.[OH-].[Na+].O. The product is [Cl:1][C:2]1[C:11]([N:12]2[C:16](=[O:17])[N:15]([CH3:18])[N:14]=[N:13]2)=[C:10]([Cl:19])[CH:9]=[CH:8][C:3]=1[C:4]([OH:6])=[O:5]. The yield is 0.870. (3) The reactants are [CH2:1]([O:8][N:9]1[CH2:15][CH:14]=[CH:13][CH2:12][C@@H:11]([NH:16][S:17]([C:20]2[S:21][C:22](Br)=[CH:23][CH:24]=2)(=[O:19])=[O:18])[C:10]1=[O:26])[C:2]1[CH:7]=[CH:6][CH:5]=[CH:4][CH:3]=1.[CH3:27][O:28][C:29]1[CH:34]=[CH:33][C:32](B(O)O)=[CH:31][CH:30]=1.C(=O)([O-])[O-].[K+].[K+]. The catalyst is C1COCC1.C1C=CC([P]([Pd]([P](C2C=CC=CC=2)(C2C=CC=CC=2)C2C=CC=CC=2)([P](C2C=CC=CC=2)(C2C=CC=CC=2)C2C=CC=CC=2)[P](C2C=CC=CC=2)(C2C=CC=CC=2)C2C=CC=CC=2)(C2C=CC=CC=2)C2C=CC=CC=2)=CC=1. The product is [CH2:1]([O:8][N:9]1[CH2:15][CH:14]=[CH:13][CH2:12][C@@H:11]([NH:16][S:17]([C:20]2[S:21][C:22]([C:32]3[CH:33]=[CH:34][C:29]([O:28][CH3:27])=[CH:30][CH:31]=3)=[CH:23][CH:24]=2)(=[O:19])=[O:18])[C:10]1=[O:26])[C:2]1[CH:7]=[CH:6][CH:5]=[CH:4][CH:3]=1. The yield is 0.510. (4) The reactants are [C:1]1([C:7]2[C:11]([CH2:12][CH2:13][CH3:14])=[C:10]([C:15]([OH:17])=O)[O:9][N:8]=2)[CH:6]=[CH:5][CH:4]=[CH:3][CH:2]=1.[Li].O/[N:20]=[C:21](/[C:23]1[CH:40]=[CH:39][C:26]([CH2:27][N:28]2[CH2:31][CH:30]([C:32]([O:34][C:35]([CH3:38])([CH3:37])[CH3:36])=[O:33])[CH2:29]2)=[CH:25][CH:24]=1)\[NH2:22].C1C=CC2N(O)N=NC=2C=1.C(N(C(C)C)CC)(C)C.C(Cl)CCl. The catalyst is CN(C=O)C. The product is [C:1]1([C:7]2[C:11]([CH2:12][CH2:13][CH3:14])=[C:10]([C:15]3[O:17][N:22]=[C:21]([C:23]4[CH:24]=[CH:25][C:26]([CH2:27][N:28]5[CH2:29][CH:30]([C:32]([O:34][C:35]([CH3:36])([CH3:38])[CH3:37])=[O:33])[CH2:31]5)=[CH:39][CH:40]=4)[N:20]=3)[O:9][N:8]=2)[CH:2]=[CH:3][CH:4]=[CH:5][CH:6]=1. The yield is 0.439.